From a dataset of Retrosynthesis with 50K atom-mapped reactions and 10 reaction types from USPTO. Predict the reactants needed to synthesize the given product. Given the product Cc1nc(-c2cccc(N)c2)c(-c2ccnc(Nc3ccc(OCCN(C)C)c(Cl)c3)n2)s1, predict the reactants needed to synthesize it. The reactants are: Cc1nc(-c2cccc([N+](=O)[O-])c2)c(-c2ccnc(Nc3ccc(OCCN(C)C)c(Cl)c3)n2)s1.